From a dataset of Catalyst prediction with 721,799 reactions and 888 catalyst types from USPTO. Predict which catalyst facilitates the given reaction. (1) Reactant: [CH2:1]([O:3][C:4](=[O:25])[C@H:5]([NH:17]C(OC(C)(C)C)=O)[CH2:6][CH2:7][C:8]([C:10]1[CH:15]=[CH:14][C:13]([Cl:16])=[CH:12][CH:11]=1)=O)[CH3:2]. Product: [CH2:1]([O:3][C:4]([C@H:5]1[CH2:6][CH2:7][C@@H:8]([C:10]2[CH:15]=[CH:14][C:13]([Cl:16])=[CH:12][CH:11]=2)[NH:17]1)=[O:25])[CH3:2]. The catalyst class is: 601. (2) Reactant: [CH2:1]([CH:8]([CH2:21][OH:22])[CH2:9][C@H:10]([NH:13][C:14](=[O:20])[O:15][C:16]([CH3:19])([CH3:18])[CH3:17])[CH2:11][OH:12])[C:2]1[CH:7]=[CH:6][CH:5]=[CH:4][CH:3]=1.[CH3:23][S:24](Cl)(=[O:26])=[O:25]. Product: [CH3:23][S:24]([O:12][CH2:11][C@@H:10]([NH:13][C:14]([O:15][C:16]([CH3:17])([CH3:18])[CH3:19])=[O:20])[CH2:9][CH:8]([CH2:1][C:2]1[CH:3]=[CH:4][CH:5]=[CH:6][CH:7]=1)[CH2:21][O:22][S:24]([CH3:23])(=[O:26])=[O:25])(=[O:26])=[O:25]. The catalyst class is: 2.